This data is from Reaction yield outcomes from USPTO patents with 853,638 reactions. The task is: Predict the reaction yield, written as a fraction of the theoretical maximum amount of product (1.0 means a 100% yield; for example, 0.34 means a 34% yield). (1) The reactants are [NH2:1][C:2]1[CH:7]=[C:6]([C:8]2[S:9][CH:10]=[CH:11][CH:12]=2)[CH:5]=[CH:4][C:3]=1[NH:13]C(=O)OC(C)(C)C.[S:21]([C:25]1[CH:33]=[CH:32][C:28]([C:29](O)=[O:30])=[CH:27][CH:26]=1)(=[O:24])(=[O:23])[NH2:22].CN(C(ON1N=NC2C=CC=NC1=2)=[N+](C)C)C.F[P-](F)(F)(F)(F)F.CCN(C(C)C)C(C)C. The catalyst is CN(C=O)C. The product is [NH2:13][C:3]1[CH:4]=[CH:5][C:6]([C:8]2[S:9][CH:10]=[CH:11][CH:12]=2)=[CH:7][C:2]=1[NH:1][C:29](=[O:30])[C:28]1[CH:32]=[CH:33][C:25]([S:21](=[O:24])(=[O:23])[NH2:22])=[CH:26][CH:27]=1. The yield is 0.510. (2) The reactants are C[O:2][C:3](=[O:23])[CH:4]=[CH:5][C:6]1[CH:11]=[CH:10][CH:9]=[C:8]([S:12](=[O:22])(=[O:21])[NH:13][CH2:14][C:15]2[CH:20]=[CH:19][CH:18]=[CH:17][CH:16]=2)[CH:7]=1.CO. No catalyst specified. The product is [CH2:14]([NH:13][S:12]([C:8]1[CH:7]=[C:6]([CH:5]=[CH:4][C:3]([OH:23])=[O:2])[CH:11]=[CH:10][CH:9]=1)(=[O:22])=[O:21])[C:15]1[CH:20]=[CH:19][CH:18]=[CH:17][CH:16]=1. The yield is 0.810. (3) The reactants are Br[C:2]1[CH:7]=[C:6]([F:8])[CH:5]=[CH:4][C:3]=1[CH2:9][OH:10].[F:11][C:12]1[CH:17]=[CH:16][C:15]([CH:18]=[CH2:19])=[CH:14][CH:13]=1.CCN(CC)CC. The catalyst is Cl[Pd](Cl)([P](C1C=CC=CC=1)(C1C=CC=CC=1)C1C=CC=CC=1)[P](C1C=CC=CC=1)(C1C=CC=CC=1)C1C=CC=CC=1.CN(C=O)C. The product is [F:8][C:6]1[CH:5]=[CH:4][C:3]([CH2:9][OH:10])=[C:2](/[CH:19]=[CH:18]/[C:15]2[CH:16]=[CH:17][C:12]([F:11])=[CH:13][CH:14]=2)[CH:7]=1. The yield is 0.500. (4) The reactants are [CH2:1]([O:3][C:4]([C@@H:6]1[CH2:10][CH2:9][C:8](=[O:11])[N:7]1[C:12]([O:14][C:15]([CH3:18])([CH3:17])[CH3:16])=[O:13])=[O:5])[CH3:2].CC(C[AlH]CC(C)C)C. The catalyst is C1COCC1. The product is [CH2:1]([O:3][C:4]([C@@H:6]1[CH2:10][CH2:9][CH:8]([OH:11])[N:7]1[C:12]([O:14][C:15]([CH3:16])([CH3:18])[CH3:17])=[O:13])=[O:5])[CH3:2]. The yield is 0.960. (5) The reactants are [Si:1]([O:8][C@@H:9]([C@H:14]1[CH2:18][O:17][C:16]([CH3:20])([CH3:19])[N:15]1[C:21]([O:23][C:24]([CH3:27])([CH3:26])[CH3:25])=[O:22])[C@@H:10]([CH3:13])[CH2:11]O)([C:4]([CH3:7])([CH3:6])[CH3:5])([CH3:3])[CH3:2].N(C(OC(C)C)=O)=NC(OC(C)C)=O.C1C=CC(P(C2C=CC=CC=2)C2C=CC=CC=2)=CC=1.C1C=CC(OP(OC2C=CC=CC=2)([N:70]=[N+:71]=[N-:72])=O)=CC=1. The catalyst is C1COCC1. The product is [N:70]([CH2:11][C@H:10]([CH3:13])[C@H:9]([C@H:14]1[CH2:18][O:17][C:16]([CH3:20])([CH3:19])[N:15]1[C:21]([O:23][C:24]([CH3:27])([CH3:26])[CH3:25])=[O:22])[O:8][Si:1]([C:4]([CH3:7])([CH3:6])[CH3:5])([CH3:3])[CH3:2])=[N+:71]=[N-:72]. The yield is 0.600. (6) The reactants are [Br:1][C:2]1[CH:7]=[CH:6][C:5]([CH3:8])=[CH:4][N:3]=1.[Br:9]N1C(=O)CCC1=O. The catalyst is C(Cl)(Cl)(Cl)Cl.C(OOC(=O)C1C=CC=CC=1)(=O)C1C=CC=CC=1. The product is [Br:1][C:2]1[CH:7]=[CH:6][C:5]([CH2:8][Br:9])=[CH:4][N:3]=1. The yield is 0.200. (7) The catalyst is CO.[C].[Pd]. The yield is 0.240. The reactants are C(N(CC)CC)C.[CH3:8][O:9][C:10]1[C:15]([O:16][CH3:17])=[C:14]([O:18][CH3:19])[CH:13]=[C:12]([CH3:20])[C:11]=1[CH:21]([C:23]1[C:28]([C:29]([F:32])([F:31])[F:30])=[C:27]([Cl:33])[N:26]=[C:25](Cl)[C:24]=1[Cl:35])[OH:22]. The product is [CH3:8][O:9][C:10]1[C:15]([O:16][CH3:17])=[C:14]([O:18][CH3:19])[CH:13]=[C:12]([CH3:20])[C:11]=1[CH:21]([C:23]1[C:24]([Cl:35])=[CH:25][N:26]=[C:27]([Cl:33])[C:28]=1[C:29]([F:30])([F:32])[F:31])[OH:22]. (8) The reactants are [Cl:1][C:2]1[CH:11]=[CH:10][C:5]([C:6]([O:8]C)=[O:7])=[CH:4][C:3]=1[C:12]1[O:16][N:15]=[C:14]([CH2:17][N:18]2[C:26]3[C:21](=[C:22]([C:29]([F:32])([F:31])[F:30])[C:23]([C:27]#[N:28])=[CH:24][CH:25]=3)[CH:20]=[C:19]2[CH2:33][CH2:34][CH3:35])[N:13]=1.O[Li].O.O.Cl. The catalyst is O1CCOCC1. The product is [Cl:1][C:2]1[CH:11]=[CH:10][C:5]([C:6]([OH:8])=[O:7])=[CH:4][C:3]=1[C:12]1[O:16][N:15]=[C:14]([CH2:17][N:18]2[C:26]3[C:21](=[C:22]([C:29]([F:31])([F:30])[F:32])[C:23]([C:27]#[N:28])=[CH:24][CH:25]=3)[CH:20]=[C:19]2[CH2:33][CH2:34][CH3:35])[N:13]=1. The yield is 0.710.